Dataset: Catalyst prediction with 721,799 reactions and 888 catalyst types from USPTO. Task: Predict which catalyst facilitates the given reaction. (1) Reactant: ON1C2C=CC=CC=2N=N1.Cl.C(N=C=NCCCN(C)C)C.[CH2:23]([O:27][C:28]1[CH:36]=[CH:35][C:31]([C:32]([OH:34])=O)=[CH:30][CH:29]=1)[C:24]#[C:25][CH3:26].Cl.[NH2:38][CH2:39][C@H:40]([N:45]1[CH2:50][CH2:49][N:48]([S:51]([CH3:54])(=[O:53])=[O:52])[CH2:47][CH2:46]1)[C:41]([O:43][CH3:44])=[O:42].C(N(CC)CC)C.C(=O)([O-])O.[Na+]. Product: [CH2:23]([O:27][C:28]1[CH:29]=[CH:30][C:31]([C:32]([NH:38][CH2:39][C@H:40]([N:45]2[CH2:50][CH2:49][N:48]([S:51]([CH3:54])(=[O:53])=[O:52])[CH2:47][CH2:46]2)[C:41]([O:43][CH3:44])=[O:42])=[O:34])=[CH:35][CH:36]=1)[C:24]#[C:25][CH3:26]. The catalyst class is: 9. (2) Reactant: N[C:2]1[CH:7]=[CH:6][C:5]([N:8]2[CH:13]=[CH:12][CH:11]=[CH:10][C:9]2=[O:14])=[CH:4][C:3]=1[O:15][CH2:16][CH2:17][N:18]1[CH2:23][CH2:22][CH2:21][CH2:20][CH2:19]1.N([O-])=O.[Na+].[Na+].[I-:29]. Product: [I:29][C:2]1[CH:7]=[CH:6][C:5]([N:8]2[CH:13]=[CH:12][CH:11]=[CH:10][C:9]2=[O:14])=[CH:4][C:3]=1[O:15][CH2:16][CH2:17][N:18]1[CH2:23][CH2:22][CH2:21][CH2:20][CH2:19]1. The catalyst class is: 126.